Task: Predict the product of the given reaction.. Dataset: Forward reaction prediction with 1.9M reactions from USPTO patents (1976-2016) (1) Given the reactants [CH3:1][C:2]1[C:6]([C:7]2[CH:8]=[CH:9][C:10]3[N:11]([C:13]([C:16]([OH:18])=O)=[CH:14][N:15]=3)[N:12]=2)=[C:5]([CH3:19])[O:4][N:3]=1.CN(C(ON1N=NC2C=CC=NC1=2)=[N+](C)C)C.F[P-](F)(F)(F)(F)F.[N:44]1([C:49]2[CH:54]=[C:53]([NH2:55])[CH:52]=[CH:51][N:50]=2)[CH2:48][CH2:47][CH2:46][CH2:45]1.CCN(C(C)C)C(C)C, predict the reaction product. The product is: [CH3:1][C:2]1[C:6]([C:7]2[CH:8]=[CH:9][C:10]3[N:11]([C:13]([C:16]([NH:55][C:53]4[CH:52]=[CH:51][N:50]=[C:49]([N:44]5[CH2:48][CH2:47][CH2:46][CH2:45]5)[CH:54]=4)=[O:18])=[CH:14][N:15]=3)[N:12]=2)=[C:5]([CH3:19])[O:4][N:3]=1. (2) Given the reactants [NH:1]1[C:9]2[C:4](=[CH:5][CH:6]=[CH:7][CH:8]=2)[CH:3]=[CH:2]1.[H-].[Na+].Cl[C:13]1[N:14]=[C:15]([N:32]2[CH2:37][CH2:36][O:35][CH2:34][CH2:33]2)[C:16]2[S:21][C:20]([CH2:22][N:23]3[CH2:28][CH2:27][CH:26]([N:29]([CH3:31])[CH3:30])[CH2:25][CH2:24]3)=[CH:19][C:17]=2[N:18]=1, predict the reaction product. The product is: [N:1]1([C:13]2[N:14]=[C:15]([N:32]3[CH2:33][CH2:34][O:35][CH2:36][CH2:37]3)[C:16]3[S:21][C:20]([CH2:22][N:23]4[CH2:24][CH2:25][CH:26]([N:29]([CH3:31])[CH3:30])[CH2:27][CH2:28]4)=[CH:19][C:17]=3[N:18]=2)[C:9]2[C:4](=[CH:5][CH:6]=[CH:7][CH:8]=2)[CH:3]=[CH:2]1. (3) Given the reactants [H-].[Na+].[Cl:3][C:4]1[N:9]=[C:8]([CH3:10])[N:7]=[C:6]([C:11]([C:13]2[CH:22]=[C:21]([CH3:23])[C:16]3[NH:17][C:18](=[O:20])[O:19][C:15]=3[CH:14]=2)=[O:12])[CH:5]=1.I[CH3:25], predict the reaction product. The product is: [Cl:3][C:4]1[N:9]=[C:8]([CH3:10])[N:7]=[C:6]([C:11]([C:13]2[CH:22]=[C:21]([CH3:23])[C:16]3[N:17]([CH3:25])[C:18](=[O:20])[O:19][C:15]=3[CH:14]=2)=[O:12])[CH:5]=1.